This data is from Full USPTO retrosynthesis dataset with 1.9M reactions from patents (1976-2016). The task is: Predict the reactants needed to synthesize the given product. (1) Given the product [CH:13]1([N:10]2[CH2:9][C:8]3([CH2:22][CH2:20][CH2:19][CH2:18]3)[C:7](=[O:23])[N:6]([CH3:24])[C:5]3[CH:4]=[N:3][C:2]([NH:25][C:26]4[CH:41]=[CH:40][C:29]([C:30]([NH:32][CH:33]5[CH2:34][CH2:35][N:36]([CH3:39])[CH2:37][CH2:38]5)=[O:31])=[CH:28][C:27]=4[O:42][CH3:43])=[N:12][C:11]2=3)[CH2:14][CH2:15][CH2:16][CH2:17]1, predict the reactants needed to synthesize it. The reactants are: Cl[C:2]1[N:3]=[CH:4][C:5]2[N:6]([CH3:24])[C:7](=[O:23])[C:8]3([CH2:22]C[CH2:20][CH2:19][CH2:18]3)[CH2:9][N:10]([CH:13]3[CH2:17][CH2:16][CH2:15][CH2:14]3)[C:11]=2[N:12]=1.[NH2:25][C:26]1[CH:41]=[CH:40][C:29]([C:30]([NH:32][CH:33]2[CH2:38][CH2:37][N:36]([CH3:39])[CH2:35][CH2:34]2)=[O:31])=[CH:28][C:27]=1[O:42][CH3:43].O.C1(C)C=CC(S(O)(=O)=O)=CC=1. (2) Given the product [OH:11][CH:10]([CH2:12][NH:31][CH3:30])[CH2:9][O:8][C:7]1[C:6]([CH3:13])=[CH:5][C:4]([CH2:14][CH2:15][C:16]([C:18]2[S:19][C:20]([CH3:29])=[C:21]([C:23]3[CH:24]=[CH:25][CH:26]=[CH:27][CH:28]=3)[CH:22]=2)=[O:17])=[CH:3][C:2]=1[CH3:1], predict the reactants needed to synthesize it. The reactants are: [CH3:1][C:2]1[CH:3]=[C:4]([CH2:14][CH2:15][C:16]([C:18]2[S:19][C:20]([CH3:29])=[C:21]([C:23]3[CH:28]=[CH:27][CH:26]=[CH:25][CH:24]=3)[CH:22]=2)=[O:17])[CH:5]=[C:6]([CH3:13])[C:7]=1[O:8][CH2:9][CH:10]1[CH2:12][O:11]1.[CH3:30][NH2:31]. (3) Given the product [N:42]1([C:54](=[O:55])[C:53]2[N:51]([CH3:52])[CH:50]=[N:49][C:48]=2[N:46]([CH3:47])[C:44]1=[O:45])[CH3:43].[CH3:1][C:2]1[C:7]([CH3:8])=[C:6]([O:9][C:10]([CH2:12][CH2:13][C:14]([O:16][CH2:17][CH2:18][OH:19])=[O:15])=[O:11])[C:5]([CH3:20])=[C:4]2[CH2:21][CH2:22][C:23]([CH2:26][CH2:27][CH2:28][CH:29]([CH2:31][CH2:32][CH2:33][CH:34]([CH2:36][CH2:37][CH2:38][CH:39]([CH3:41])[CH3:40])[CH3:35])[CH3:30])([CH3:25])[O:24][C:3]=12, predict the reactants needed to synthesize it. The reactants are: [CH3:1][C:2]1[C:7]([CH3:8])=[C:6]([O:9][C:10]([CH2:12][CH2:13][C:14]([O:16][CH2:17][CH2:18][OH:19])=[O:15])=[O:11])[C:5]([CH3:20])=[C:4]2[CH2:21][CH2:22][C:23]([CH2:26][CH2:27][CH2:28][CH:29]([CH2:31][CH2:32][CH2:33][CH:34]([CH2:36][CH2:37][CH2:38][CH:39]([CH3:41])[CH3:40])[CH3:35])[CH3:30])([CH3:25])[O:24][C:3]=12.[N:42]1([C:54](=[O:55])[C:53]2[N:51]([CH3:52])[CH:50]=[N:49][C:48]=2[N:46]([CH3:47])[C:44]1=[O:45])[CH3:43]. (4) Given the product [C:15]([O:14][C:12]([N:19]1[C:3]([C:5]2[CH:10]=[CH:9][CH:8]=[CH:7][C:6]=2[I:11])=[CH:2][N:21]=[C:20]1[NH2:22])=[O:13])([CH3:18])([CH3:16])[CH3:17], predict the reactants needed to synthesize it. The reactants are: Br[CH2:2][C:3]([C:5]1[CH:10]=[CH:9][CH:8]=[CH:7][C:6]=1[I:11])=O.[C:12]([NH:19][C:20]([NH2:22])=[NH:21])([O:14][C:15]([CH3:18])([CH3:17])[CH3:16])=[O:13].[I-].[Na+]. (5) Given the product [F:10][CH:9]([F:11])[CH2:8][O:12][C:13]1[N:14]=[CH:15][C:16]([C:19]([O:21][CH3:22])=[O:20])=[N:17][CH:18]=1, predict the reactants needed to synthesize it. The reactants are: C(=O)([O-])[O-].[Cs+].[Cs+].Br[CH2:8][CH:9]([F:11])[F:10].[OH:12][C:13]1[N:14]=[CH:15][C:16]([C:19]([O:21][CH3:22])=[O:20])=[N:17][CH:18]=1.[Cl-].[Na+]. (6) The reactants are: [CH2:1]([N:8]1[CH2:13][CH2:12][O:11][CH2:10][C@H:9]1[CH2:14]O)[C:2]1[CH:7]=[CH:6][CH:5]=[CH:4][CH:3]=1.S(Cl)([Cl:18])=O. Given the product [CH2:1]([N:8]1[CH2:13][CH2:12][O:11][CH2:10][C@H:9]1[CH2:14][Cl:18])[C:2]1[CH:7]=[CH:6][CH:5]=[CH:4][CH:3]=1, predict the reactants needed to synthesize it. (7) The reactants are: C([O:8][C@H:9]1[C@:12]2([C:29]3[CH:34]=[CH:33][CH:32]=[CH:31][CH:30]=3)[C:13]3[CH:28]=[CH:27][CH:26]=[CH:25][C:14]=3[N:15]([C:19]3[CH:24]=[CH:23][CH:22]=[CH:21][CH:20]=3)[C:16](=[O:18])[CH2:17][N:11]2[C:10]1=[O:35])C1C=CC=CC=1.C1COCC1.C(O)C. Given the product [OH:8][C@H:9]1[C@:12]2([C:29]3[CH:30]=[CH:31][CH:32]=[CH:33][CH:34]=3)[C:13]3[CH:28]=[CH:27][CH:26]=[CH:25][C:14]=3[N:15]([C:19]3[CH:24]=[CH:23][CH:22]=[CH:21][CH:20]=3)[C:16](=[O:18])[CH2:17][N:11]2[C:10]1=[O:35], predict the reactants needed to synthesize it. (8) Given the product [CH:1]1([O:5][C:6]([NH:8][C@@H:9]2[C:23](=[O:24])[N:22]3[CH2:25][C@H:26]([O:28][C:29]4[C:30]5[S:44][CH:43]=[CH:42][C:31]=5[N:32]=[C:33]([C:35]5[N:39]([CH3:40])[N:38]=[C:37]([CH3:41])[CH:36]=5)[N:34]=4)[CH2:27][C@H:21]3[C:20](=[O:45])[NH:19][C@:18]3([C:47]([OH:49])=[O:48])[CH2:46][C@H:17]3[CH:16]=[CH:15][CH2:14][CH2:13][CH2:12][CH2:11][CH2:10]2)=[O:7])[CH2:4][CH2:3][CH2:2]1, predict the reactants needed to synthesize it. The reactants are: [CH:1]1([O:5][C:6]([NH:8][C@@H:9]2[C:23](=[O:24])[N:22]3[CH2:25][C@H:26]([O:28][C:29]4[C:30]5[S:44][CH:43]=[CH:42][C:31]=5[N:32]=[C:33]([C:35]5[N:39]([CH3:40])[N:38]=[C:37]([CH3:41])[CH:36]=5)[N:34]=4)[CH2:27][C@H:21]3[C:20](=[O:45])[NH:19][C@:18]3([C:47]([O:49]C)=[O:48])[CH2:46][C@H:17]3[CH:16]=[CH:15][CH2:14][CH2:13][CH2:12][CH2:11][CH2:10]2)=[O:7])[CH2:4][CH2:3][CH2:2]1.O1CCCC1.[OH-].[Li+]. (9) Given the product [Br:8][C:6]1[C:5]([CH3:9])=[CH:4][C:3]2[O:10][CH2:19][C:20](=[O:21])[NH:1][C:2]=2[CH:7]=1, predict the reactants needed to synthesize it. The reactants are: [NH2:1][C:2]1[CH:7]=[C:6]([Br:8])[C:5]([CH3:9])=[CH:4][C:3]=1[OH:10].C(N(CC)CC)C.Cl[CH2:19][C:20](Cl)=[O:21].[H-].[Na+].